From a dataset of Full USPTO retrosynthesis dataset with 1.9M reactions from patents (1976-2016). Predict the reactants needed to synthesize the given product. (1) Given the product [CH2:1]([O:2][C:3]([C:4]1[CH:13]=[C:12]([C:34]#[C:33][CH2:32][N:24]([C:25]([O:27][C:28]([CH3:29])([CH3:30])[CH3:31])=[O:26])[CH3:23])[CH:11]=[C:6]([C:7]([O:9][CH2:40][CH3:41])=[O:8])[CH:5]=1)=[O:22])[CH3:42], predict the reactants needed to synthesize it. The reactants are: [CH3:1][O:2][C:3](=[O:22])[C:4]1[CH:13]=[C:12](OS(C(F)(F)F)(=O)=O)[CH:11]=[C:6]([C:7]([O:9]C)=[O:8])[CH:5]=1.[CH3:23][N:24]([CH2:32][C:33]#[CH:34])[C:25]([O:27][C:28]([CH3:31])([CH3:30])[CH3:29])=[O:26].C(N([CH2:40][CH3:41])CC)C.[C:42](#N)C. (2) Given the product [C:18]([C:7]1[C:6]2[C:10](=[CH:11][CH:12]=[C:4]([N+:1]([O-:3])=[O:2])[CH:5]=2)[NH:9][CH:8]=1)([CH3:21])([CH3:20])[CH3:19], predict the reactants needed to synthesize it. The reactants are: [N+:1]([C:4]1[CH:5]=[C:6]2[C:10](=[CH:11][CH:12]=1)[NH:9][CH:8]=[CH:7]2)([O-:3])=[O:2].[Al+3].[Cl-].[Cl-].[Cl-].Br[C:18]([CH3:21])([CH3:20])[CH3:19]. (3) Given the product [CH3:28][NH:29][S:24]([C:21]1[CH:22]=[CH:23][C:18]2[O:17][N:16]=[C:15]([C:13]([NH:12][C:5]3[CH:4]=[CH:3][C:2]([Br:1])=[CH:11][C:6]=3[C:7]([OH:9])=[O:8])=[O:14])[C:19]=2[CH:20]=1)(=[O:26])=[O:25], predict the reactants needed to synthesize it. The reactants are: [Br:1][C:2]1[CH:3]=[CH:4][C:5]([NH:12][C:13]([C:15]2[C:19]3[CH:20]=[C:21]([S:24](Cl)(=[O:26])=[O:25])[CH:22]=[CH:23][C:18]=3[O:17][N:16]=2)=[O:14])=[C:6]([CH:11]=1)[C:7]([O:9]C)=[O:8].[CH3:28][NH2:29]. (4) Given the product [Cl:18][C:15]1[CH:16]=[CH:17][C:12]([CH2:11][N:10]2[C:9]3[C:8](=[O:19])[N:7]([CH2:20][CH2:21][CH2:22][O:23][CH:24]4[CH2:29][CH2:28][CH2:27][CH2:26][O:25]4)[C:6](=[O:30])[N:5]([CH3:31])[C:4]=3[N:3]=[C:2]2[SH:41])=[CH:13][CH:14]=1, predict the reactants needed to synthesize it. The reactants are: Br[C:2]1[N:10]([CH2:11][C:12]2[CH:17]=[CH:16][C:15]([Cl:18])=[CH:14][CH:13]=2)[C:9]2[C:8](=[O:19])[N:7]([CH2:20][CH2:21][CH2:22][O:23][CH:24]3[CH2:29][CH2:28][CH2:27][CH2:26][O:25]3)[C:6](=[O:30])[N:5]([CH3:31])[C:4]=2[N:3]=1.O.O.O.O.O.O.O.O.O.[S-2:41].[Na+].[Na+]. (5) Given the product [OH:32][C@H:27]1[CH2:28][CH2:29][CH2:30][CH2:31][C@@H:26]1[NH:25][C:17]1[S:18][C:14]2[CH:13]=[C:12]([O:11][C:9]3[CH:8]=[CH:7][N:6]=[C:5]([C:3]([NH:2][CH3:1])=[O:4])[CH:10]=3)[CH:23]=[CH:22][C:15]=2[N:16]=1, predict the reactants needed to synthesize it. The reactants are: [CH3:1][NH:2][C:3]([C:5]1[CH:10]=[C:9]([O:11][C:12]2[CH:23]=[CH:22][C:15]3[N:16]=[C:17](S(C)=O)[S:18][C:14]=3[CH:13]=2)[CH:8]=[CH:7][N:6]=1)=[O:4].Cl.[NH2:25][C@H:26]1[CH2:31][CH2:30][CH2:29][CH2:28][C@@H:27]1[OH:32].C(N(C(C)C)CC)(C)C.